This data is from Forward reaction prediction with 1.9M reactions from USPTO patents (1976-2016). The task is: Predict the product of the given reaction. (1) Given the reactants Br[CH2:2][C:3]1[N:13]([CH2:14][CH2:15][C:16]([CH3:19])([CH3:18])[CH3:17])[C:6]2[N:7]=[C:8]([C:11]#[N:12])[N:9]=[CH:10][C:5]=2[CH:4]=1.Cl.[CH2:21]1[C:25]2([CH2:30][CH2:29][N:28]([C:31](=[O:33])[CH3:32])[CH2:27][CH2:26]2)[CH2:24][CH2:23][NH:22]1.C([O-])([O-])=O.[K+].[K+].C(N(CC)CC)C, predict the reaction product. The product is: [C:31]([N:28]1[CH2:27][CH2:26][C:25]2([CH2:21][N:22]([CH2:2][C:3]3[N:13]([CH2:14][CH2:15][C:16]([CH3:19])([CH3:18])[CH3:17])[C:6]4[N:7]=[C:8]([C:11]#[N:12])[N:9]=[CH:10][C:5]=4[CH:4]=3)[CH2:23][CH2:24]2)[CH2:30][CH2:29]1)(=[O:33])[CH3:32]. (2) The product is: [F:74][CH:72]([F:73])[C:70]1[CH:69]=[CH:68][N:67]=[C:66]([NH:65][C:60]2[N:59]=[C:58]([C:55]3[CH:56]=[N:57][C:52]([C@@:49]([C@H:46]4[CH2:47][CH2:48][C@H:43]([C:41]([O:40][CH2:39][C@H:20]5[O:19][CH:10]([OH:11])[C@H:9]([OH:8])[C@@H:22]([OH:23])[C@@H:21]5[OH:31])=[O:42])[CH2:44][CH2:45]4)([OH:51])[CH3:50])=[CH:53][CH:54]=3)[CH:63]=[C:62]([CH3:64])[CH:61]=2)[CH:71]=1. Given the reactants C([O:8][C@@H:9]1[C@@H:22]([O:23]CC2C=CC=CC=2)[C@H:21]([O:31]CC2C=CC=CC=2)[C@@H:20]([CH2:39][O:40][C:41]([C@H:43]2[CH2:48][CH2:47][C@H:46]([C@:49]([C:52]3[N:57]=[CH:56][C:55]([C:58]4[CH:63]=[C:62]([CH3:64])[CH:61]=[C:60]([NH:65][C:66]5[CH:71]=[C:70]([CH:72]([F:74])[F:73])[CH:69]=[CH:68][N:67]=5)[N:59]=4)=[CH:54][CH:53]=3)([OH:51])[CH3:50])[CH2:45][CH2:44]2)=[O:42])[O:19][CH:10]1[O:11]CC1C=CC=CC=1)C1C=CC=CC=1.B(Br)(Br)Br.C(OCC)(=O)C, predict the reaction product. (3) The product is: [Cl:1][C:2]1[CH:3]=[CH:4][C:5]([C:8]2([CH2:14][NH2:15])[CH2:13][CH2:12][CH2:11][CH2:10][CH2:9]2)=[CH:6][CH:7]=1. Given the reactants [Cl:1][C:2]1[CH:7]=[CH:6][C:5]([C:8]2([C:14]#[N:15])[CH2:13][CH2:12][CH2:11][CH2:10][CH2:9]2)=[CH:4][CH:3]=1.Cl, predict the reaction product. (4) Given the reactants [S:1]1[C:5]2[CH:6]=[C:7]([NH:10][C:11]3[CH:21]=[C:20]([NH:22][CH:23]([CH3:25])[CH3:24])[C:14]([C:15]([O:17]CC)=[O:16])=[CH:13][N:12]=3)[CH:8]=[CH:9][C:4]=2[N:3]=[CH:2]1.[Li+].[OH-], predict the reaction product. The product is: [S:1]1[C:5]2[CH:6]=[C:7]([NH:10][C:11]3[CH:21]=[C:20]([NH:22][CH:23]([CH3:25])[CH3:24])[C:14]([C:15]([OH:17])=[O:16])=[CH:13][N:12]=3)[CH:8]=[CH:9][C:4]=2[N:3]=[CH:2]1. (5) Given the reactants Br[C:2]1[CH:7]=[CH:6][C:5]([C:8](=[O:10])[CH3:9])=[CH:4][C:3]=1[N+:11]([O-:13])=[O:12].[CH3:14][C:15]1([CH3:24])[CH2:20][CH2:19][C:18](B(O)O)=[CH:17][CH2:16]1, predict the reaction product. The product is: [CH3:14][C:15]1([CH3:24])[CH2:20][CH2:19][C:18]([C:2]2[CH:7]=[CH:6][C:5]([C:8](=[O:10])[CH3:9])=[CH:4][C:3]=2[N+:11]([O-:13])=[O:12])=[CH:17][CH2:16]1. (6) Given the reactants [O:1]=[CH:2][C:3]1[CH:11]=[CH:10][C:7]([O:8][CH3:9])=[C:5]([OH:6])[CH:4]=1.CCN(CC)CC.[Si:19](Cl)([C:22]([CH3:25])([CH3:24])[CH3:23])([CH3:21])[CH3:20], predict the reaction product. The product is: [Si:19]([O:6][C:5]1[CH:4]=[C:3]([CH:11]=[CH:10][C:7]=1[O:8][CH3:9])[CH:2]=[O:1])([C:22]([CH3:25])([CH3:24])[CH3:23])([CH3:21])[CH3:20]. (7) Given the reactants F[C:2]1[CH:27]=[CH:26][C:5]([C:6]([NH:8][C:9]2[S:13][C:12]([NH:14][C:15]3[CH:20]=[CH:19][C:18]([O:21][CH3:22])=[CH:17][CH:16]=3)=[N:11][C:10]=2[C:23]([NH2:25])=[O:24])=[O:7])=[CH:4][CH:3]=1.[CH3:28][N:29]1[CH2:34][CH2:33][NH:32][CH2:31][CH2:30]1, predict the reaction product. The product is: [CH3:22][O:21][C:18]1[CH:19]=[CH:20][C:15]([NH:14][C:12]2[S:13][C:9]([NH:8][C:6](=[O:7])[C:5]3[CH:26]=[CH:27][C:2]([N:32]4[CH2:33][CH2:34][N:29]([CH3:28])[CH2:30][CH2:31]4)=[CH:3][CH:4]=3)=[C:10]([C:23]([NH2:25])=[O:24])[N:11]=2)=[CH:16][CH:17]=1.